From a dataset of Full USPTO retrosynthesis dataset with 1.9M reactions from patents (1976-2016). Predict the reactants needed to synthesize the given product. (1) The reactants are: [CH3:1][NH:2][CH2:3][CH:4]1[CH2:8][C:7]2[CH:9]=[CH:10][CH:11]=[C:12]([C:13]3[C:18]([Cl:19])=[CH:17][C:16]([Cl:20])=[CH:15][C:14]=3[Cl:21])[C:6]=2[O:5]1.C(N(C(C)C)CC)(C)C.Cl[C:32]([O:34][CH2:35][C:36]1[CH:41]=[CH:40][CH:39]=[CH:38][CH:37]=1)=[O:33].C1(C2C3OC(CNC(=O)OCC4C=CC=CC=4)CC=3C=CC=2)CCCC1. Given the product [CH3:1][N:2]([CH2:3][CH:4]1[CH2:8][C:7]2[CH:9]=[CH:10][CH:11]=[C:12]([C:13]3[C:14]([Cl:21])=[CH:15][C:16]([Cl:20])=[CH:17][C:18]=3[Cl:19])[C:6]=2[O:5]1)[C:32](=[O:33])[O:34][CH2:35][C:36]1[CH:41]=[CH:40][CH:39]=[CH:38][CH:37]=1, predict the reactants needed to synthesize it. (2) Given the product [ClH:27].[ClH:27].[CH3:36][O:35][C:34]1[CH:33]=[CH:32][C:31]([C:42]2[CH:43]=[N:44][C:45]([NH:48][CH3:49])=[N:46][CH:47]=2)=[CH:30][C:29]=1[CH2:28][N:15]([CH:12]1[CH2:13][CH2:14][CH:9]([NH:8][CH3:40])[CH2:10][CH2:11]1)[C:16]([C:18]1[S:22][C:21]2[CH:23]=[CH:24][CH:25]=[CH:26][C:20]=2[C:19]=1[Cl:27])=[O:17], predict the reactants needed to synthesize it. The reactants are: C([N:8]([CH3:40])[CH:9]1[CH2:14][CH2:13][CH:12]([N:15]([CH2:28][C:29]2[CH:30]=[C:31](B(O)O)[CH:32]=[CH:33][C:34]=2[O:35][CH3:36])[C:16]([C:18]2[S:22][C:21]3[CH:23]=[CH:24][CH:25]=[CH:26][C:20]=3[C:19]=2[Cl:27])=[O:17])[CH2:11][CH2:10]1)(OC(C)(C)C)=O.Br[C:42]1[CH:43]=[N:44][C:45]([NH:48][CH3:49])=[N:46][CH:47]=1.